Dataset: Catalyst prediction with 721,799 reactions and 888 catalyst types from USPTO. Task: Predict which catalyst facilitates the given reaction. (1) Reactant: [CH3:1][N:2]([CH3:37])[CH2:3][CH2:4][O:5][C:6]1[CH:11]=[CH:10][C:9]2[C:12]3([CH2:35][O:36][C:8]=2[CH:7]=1)[C:20]1[C:15](=[CH:16][CH:17]=[CH:18][CH:19]=1)[N:14](C(C1C=CC=CC=1)C1C=CC=CC=1)[C:13]3=[O:34].C([SiH](CC)CC)C. Product: [CH3:1][N:2]([CH3:37])[CH2:3][CH2:4][O:5][C:6]1[CH:11]=[CH:10][C:9]2[C:12]3([CH2:35][O:36][C:8]=2[CH:7]=1)[C:20]1[C:15](=[CH:16][CH:17]=[CH:18][CH:19]=1)[NH:14][C:13]3=[O:34]. The catalyst class is: 55. (2) Reactant: Br[C:2]1[CH:7]=[CH:6][C:5]([CH2:8][N:9]2[C:14](=[O:15])[C:13]([C:16]([NH:18][CH2:19][C:20]([OH:22])=[O:21])=[O:17])=[C:12]([OH:23])[C:11]([CH:24]([CH3:26])[CH3:25])=[N:10]2)=[CH:4][CH:3]=1.[C:27]([C:30]1[CH:35]=[CH:34][C:33](B(O)O)=[CH:32][CH:31]=1)([OH:29])=[O:28].C(=O)([O-])[O-].[K+].[K+].Cl. Product: [C:20]([CH2:19][NH:18][C:16]([C:13]1[C:14](=[O:15])[N:9]([CH2:8][C:5]2[CH:6]=[CH:7][C:2]([C:33]3[CH:34]=[CH:35][C:30]([C:27]([OH:29])=[O:28])=[CH:31][CH:32]=3)=[CH:3][CH:4]=2)[N:10]=[C:11]([CH:24]([CH3:26])[CH3:25])[C:12]=1[OH:23])=[O:17])([OH:22])=[O:21]. The catalyst class is: 70. (3) Reactant: [Br:1][C:2]1[CH:3]=[CH:4][C:5]([F:11])=[C:6]([CH:10]=1)[C:7](O)=[O:8].Cl.[CH3:13][NH:14][CH3:15].CCN=C=NCCCN(C)C.Cl.C1C=CC2N(O)N=NC=2C=1.O.C(=O)([O-])[O-].[K+].[K+].C(=O)([O-])O.[Na+]. Product: [Br:1][C:2]1[CH:3]=[CH:4][C:5]([F:11])=[C:6]([CH:10]=1)[C:7]([N:14]([CH3:15])[CH3:13])=[O:8]. The catalyst class is: 3. (4) Reactant: [CH3:1][C:2]1[CH:3]=[CH:4][C:5]([C:11]2[N:16]=[CH:15][CH:14]=[CH:13][N:12]=2)=[C:6]([CH:10]=1)[C:7]([OH:9])=O.[CH2:17]1[C:19]2([CH2:24][CH2:23][NH:22][CH:21]([CH2:25][NH:26][C:27]3[CH:32]=[CH:31][C:30]([Cl:33])=[CH:29][N:28]=3)[CH2:20]2)[CH2:18]1.CCN(C(C)C)C(C)C.C(P1(=O)OP(CCC)(=O)OP(CCC)(=O)O1)CC. Product: [Cl:33][C:30]1[CH:31]=[CH:32][C:27]([NH:26][CH2:25][C@H:21]2[N:22]([C:7]([C:6]3[CH:10]=[C:2]([CH3:1])[CH:3]=[CH:4][C:5]=3[C:11]3[N:16]=[CH:15][CH:14]=[CH:13][N:12]=3)=[O:9])[CH2:23][CH2:24][C:19]3([CH2:18][CH2:17]3)[CH2:20]2)=[N:28][CH:29]=1. The catalyst class is: 2. (5) Reactant: [Cl:1][C:2]1[CH:3]=[C:4]([CH:8]2[O:12][C:11](=[O:13])[NH:10][CH:9]2[CH2:14][C:15]2[CH:20]=[CH:19][C:18]([CH2:21][C:22]([F:28])([F:27])[C:23]([F:26])([F:25])[F:24])=[CH:17][CH:16]=2)[CH:5]=[CH:6][CH:7]=1.[C:29](O[C:29]([O:31][C:32]([CH3:35])([CH3:34])[CH3:33])=[O:30])([O:31][C:32]([CH3:35])([CH3:34])[CH3:33])=[O:30]. Product: [Cl:1][C:2]1[CH:3]=[C:4]([CH:8]2[O:12][C:11](=[O:13])[N:10]([C:29]([O:31][C:32]([CH3:35])([CH3:34])[CH3:33])=[O:30])[CH:9]2[CH2:14][C:15]2[CH:20]=[CH:19][C:18]([CH2:21][C:22]([F:28])([F:27])[C:23]([F:25])([F:26])[F:24])=[CH:17][CH:16]=2)[CH:5]=[CH:6][CH:7]=1. The catalyst class is: 599. (6) Reactant: [Br:1][C:2]1[CH:3]=[C:4]([CH:8]=[C:9]([F:11])[CH:10]=1)[C:5]([OH:7])=[O:6].S(=O)(=O)(O)O.[C:17](=O)([O-])O.[Na+]. Product: [Br:1][C:2]1[CH:3]=[C:4]([CH:8]=[C:9]([F:11])[CH:10]=1)[C:5]([O:7][CH3:17])=[O:6]. The catalyst class is: 5. (7) Reactant: [NH2:1][C:2]1[CH:7]=[CH:6][C:5]([OH:8])=[CH:4][CH:3]=1.[C:9]([Si:13]([CH3:16])([CH3:15])Cl)([CH3:12])([CH3:11])[CH3:10].N1C=CN=C1.C(OCC)(=O)C. Product: [Si:13]([O:8][C:5]1[CH:6]=[CH:7][C:2]([NH2:1])=[CH:3][CH:4]=1)([C:9]([CH3:12])([CH3:11])[CH3:10])([CH3:16])[CH3:15]. The catalyst class is: 9. (8) Reactant: [O:1]=[C:2]([NH:8][C:9]1[CH:18]=[CH:17][C:16]2[C:11](=[CH:12][CH:13]=[CH:14][CH:15]=2)[N:10]=1)[C:3]([O:5]CC)=O.[NH2:19][CH2:20][CH2:21][O:22][CH:23]1[CH2:28][CH2:27][CH:26]([NH:29][C:30]2[CH:35]=[CH:34][C:33]([N+:36]([O-:38])=[O:37])=[C:32]([C:39]([F:42])([F:41])[F:40])[CH:31]=2)[CH2:25][CH2:24]1. Product: [N+:36]([C:33]1[CH:34]=[CH:35][C:30]([NH:29][CH:26]2[CH2:25][CH2:24][CH:23]([O:22][CH2:21][CH2:20][NH:19][C:3](=[O:5])[C:2]([NH:8][C:9]3[CH:18]=[CH:17][C:16]4[C:11](=[CH:12][CH:13]=[CH:14][CH:15]=4)[N:10]=3)=[O:1])[CH2:28][CH2:27]2)=[CH:31][C:32]=1[C:39]([F:40])([F:41])[F:42])([O-:38])=[O:37]. The catalyst class is: 7.